This data is from Peptide-MHC class I binding affinity with 185,985 pairs from IEDB/IMGT. The task is: Regression. Given a peptide amino acid sequence and an MHC pseudo amino acid sequence, predict their binding affinity value. This is MHC class I binding data. The MHC is Mamu-A01 with pseudo-sequence Mamu-A01. The binding affinity (normalized) is 0. The peptide sequence is GVPAWRNATI.